From a dataset of NCI-60 drug combinations with 297,098 pairs across 59 cell lines. Regression. Given two drug SMILES strings and cell line genomic features, predict the synergy score measuring deviation from expected non-interaction effect. (1) Cell line: RXF 393. Synergy scores: CSS=30.2, Synergy_ZIP=-11.7, Synergy_Bliss=-9.66, Synergy_Loewe=-31.5, Synergy_HSA=-6.12. Drug 1: CN(CC1=CN=C2C(=N1)C(=NC(=N2)N)N)C3=CC=C(C=C3)C(=O)NC(CCC(=O)O)C(=O)O. Drug 2: CC12CCC3C(C1CCC2OP(=O)(O)O)CCC4=C3C=CC(=C4)OC(=O)N(CCCl)CCCl.[Na+]. (2) Drug 1: CC1=C2C(C(=O)C3(C(CC4C(C3C(C(C2(C)C)(CC1OC(=O)C(C(C5=CC=CC=C5)NC(=O)C6=CC=CC=C6)O)O)OC(=O)C7=CC=CC=C7)(CO4)OC(=O)C)O)C)OC(=O)C. Drug 2: CCCCC(=O)OCC(=O)C1(CC(C2=C(C1)C(=C3C(=C2O)C(=O)C4=C(C3=O)C=CC=C4OC)O)OC5CC(C(C(O5)C)O)NC(=O)C(F)(F)F)O. Cell line: SK-MEL-5. Synergy scores: CSS=46.7, Synergy_ZIP=-4.44, Synergy_Bliss=-8.12, Synergy_Loewe=-7.46, Synergy_HSA=-6.86.